Regression. Given two drug SMILES strings and cell line genomic features, predict the synergy score measuring deviation from expected non-interaction effect. From a dataset of NCI-60 drug combinations with 297,098 pairs across 59 cell lines. Drug 1: C1C(C(OC1N2C=C(C(=O)NC2=O)F)CO)O. Drug 2: C1CN(P(=O)(OC1)NCCCl)CCCl. Cell line: UACC-257. Synergy scores: CSS=4.17, Synergy_ZIP=-3.63, Synergy_Bliss=-1.56, Synergy_Loewe=-3.62, Synergy_HSA=-1.31.